Predict the product of the given reaction. From a dataset of Forward reaction prediction with 1.9M reactions from USPTO patents (1976-2016). (1) Given the reactants Br[C:2]1[CH:7]=[CH:6][CH:5]=[C:4]([CH2:8][CH2:9][CH2:10][CH3:11])[CH:3]=1.[F:12][CH:13]([F:23])[O:14][C:15]1[CH:20]=[CH:19][C:18]([C:21]#[CH:22])=[CH:17][CH:16]=1, predict the reaction product. The product is: [CH2:8]([C:4]1[CH:5]=[CH:6][CH:7]=[C:2]([C:22]#[C:21][C:18]2[CH:19]=[CH:20][C:15]([O:14][CH:13]([F:23])[F:12])=[CH:16][CH:17]=2)[CH:3]=1)[CH2:9][CH2:10][CH3:11]. (2) Given the reactants [CH3:1][O:2][C:3]1[CH:10]=[CH:9][C:6]([CH:7]=O)=[CH:5][CH:4]=1.[NH2:11][C@@H:12]([CH3:15])[CH2:13][OH:14].CC1C=CC(S(O)(=O)=O)=CC=1, predict the reaction product. The product is: [CH3:1][O:2][C:3]1[CH:10]=[CH:9][C:6](/[CH:7]=[N:11]/[C@@H:12]([CH3:15])[CH2:13][OH:14])=[CH:5][CH:4]=1.